From a dataset of Full USPTO retrosynthesis dataset with 1.9M reactions from patents (1976-2016). Predict the reactants needed to synthesize the given product. (1) The reactants are: [N:1]#[C:2]Br.[O-]Cl.[Na+].[NH2:7][C:8]1[CH:13]=[CH:12][C:11]([N+:14]([O-:16])=[O:15])=[CH:10][C:9]=1[OH:17].[OH-].[Na+]. Given the product [NH2:1][C:2]1[O:17][C:9]2[CH:10]=[C:11]([N+:14]([O-:16])=[O:15])[CH:12]=[CH:13][C:8]=2[N:7]=1, predict the reactants needed to synthesize it. (2) The reactants are: Cl.[F:2][C:3]1[CH:15]=[C:14]([F:16])[CH:13]=[CH:12][C:4]=1[O:5][CH:6]1[CH2:11][CH2:10][NH:9][CH2:8][CH2:7]1.[OH:17][C:18]([C:20]([F:23])([F:22])[F:21])=[O:19].[CH2:24]([N:31]1[CH2:40][CH2:39][C:38]2[C:33](=[N:34][C:35](Cl)=[C:36]([NH:41][CH:42]([CH3:44])[CH3:43])[N:37]=2)[CH2:32]1)[C:25]1[CH:30]=[CH:29][CH:28]=[CH:27][CH:26]=1.CC(C)([O-])C.[Na+]. Given the product [CH2:24]([N:31]1[CH2:40][CH2:39][C:38]2[C:33](=[N:34][C:35]([N:9]3[CH2:8][CH2:7][CH:6]([O:5][C:4]4[CH:12]=[CH:13][C:14]([F:16])=[CH:15][C:3]=4[F:2])[CH2:11][CH2:10]3)=[C:36]([NH:41][CH:42]([CH3:44])[CH3:43])[N:37]=2)[CH2:32]1)[C:25]1[CH:26]=[CH:27][CH:28]=[CH:29][CH:30]=1.[C:18]([OH:19])([C:20]([F:23])([F:22])[F:21])=[O:17], predict the reactants needed to synthesize it. (3) Given the product [CH3:22][C:23]1[N:28]=[N:27][C:26]([N:29]2[CH2:32][CH:31]([C:33]([NH:1][C:2]3[CH:3]=[CH:4][C:5]([O:6][C@@H:7]4[CH2:12][CH2:11][N:10]([C:13]([O:15][C:16]([CH3:17])([CH3:18])[CH3:19])=[O:14])[CH2:9]4)=[CH:20][CH:21]=3)=[O:34])[CH2:30]2)=[CH:25][CH:24]=1, predict the reactants needed to synthesize it. The reactants are: [NH2:1][C:2]1[CH:21]=[CH:20][C:5]([O:6][CH:7]2[CH2:12][CH2:11][N:10]([C:13]([O:15][C:16]([CH3:19])([CH3:18])[CH3:17])=[O:14])[CH2:9]C2)=[CH:4][CH:3]=1.[CH3:22][C:23]1[N:28]=[N:27][C:26]([N:29]2[CH2:32][CH:31]([C:33](O)=[O:34])[CH2:30]2)=[CH:25][CH:24]=1.C(OC(N1CC(C(O)=O)C1)=O)C1C=CC=CC=1.